This data is from Forward reaction prediction with 1.9M reactions from USPTO patents (1976-2016). The task is: Predict the product of the given reaction. (1) Given the reactants [F:1][C:2]1[C:10]([CH3:11])=[CH:9][C:5]([C:6]([OH:8])=O)=[CH:4][N:3]=1.[CH:12]1([C:15]2[CH:16]=[C:17]([CH3:27])[C:18]([N:21]3[CH2:26][CH2:25][NH:24][CH2:23][CH2:22]3)=[N:19][CH:20]=2)[CH2:14][CH2:13]1, predict the reaction product. The product is: [CH:12]1([C:15]2[CH:16]=[C:17]([CH3:27])[C:18]([N:21]3[CH2:22][CH2:23][N:24]([C:6]([C:5]4[CH:4]=[N:3][C:2]([F:1])=[C:10]([CH3:11])[CH:9]=4)=[O:8])[CH2:25][CH2:26]3)=[N:19][CH:20]=2)[CH2:14][CH2:13]1. (2) Given the reactants Br[CH2:2][CH2:3][O:4][C:5]1[CH:6]=[CH:7][C:8]([C:21]2[NH:30][C:29](=[O:31])[C:28]3[C:23](=[CH:24][C:25]([O:34][CH3:35])=[CH:26][C:27]=3[O:32][CH3:33])[N:22]=2)=[N:9][C:10]=1[C:11]1[CH:16]=[CH:15][C:14]([S:17]([CH3:20])(=[O:19])=[O:18])=[CH:13][CH:12]=1.[CH:36]([NH2:39])([CH3:38])[CH3:37], predict the reaction product. The product is: [CH:36]([NH:39][CH2:2][CH2:3][O:4][C:5]1[CH:6]=[CH:7][C:8]([C:21]2[NH:30][C:29](=[O:31])[C:28]3[C:23](=[CH:24][C:25]([O:34][CH3:35])=[CH:26][C:27]=3[O:32][CH3:33])[N:22]=2)=[N:9][C:10]=1[C:11]1[CH:16]=[CH:15][C:14]([S:17]([CH3:20])(=[O:19])=[O:18])=[CH:13][CH:12]=1)([CH3:38])[CH3:37]. (3) The product is: [CH3:3][C:4]1([C:9]([OH:11])=[O:1])[CH2:7][C:6](=[CH2:8])[CH2:5]1. Given the reactants [OH-:1].[K+].[CH3:3][C:4]1([C:9]#N)[CH2:7][C:6](=[CH2:8])[CH2:5]1.[OH2:11], predict the reaction product. (4) The product is: [CH3:1][O:2][C:3]([C@@H:5]1[CH2:9][C@@H:8]([S:10]([C:13]2[CH:18]=[CH:17][CH:16]=[CH:15][C:14]=2[Cl:19])(=[O:11])=[O:12])[CH2:7][NH:6]1)=[O:4]. Given the reactants [CH3:1][O:2][C:3]([C@@H:5]1[CH2:9][C@@H:8]([S:10]([C:13]2[CH:18]=[CH:17][CH:16]=[CH:15][C:14]=2[Cl:19])(=[O:12])=[O:11])[CH2:7][N:6]1C(OC(C)(C)C)=O)=[O:4].FC(F)(F)C(O)=O, predict the reaction product.